Dataset: Full USPTO retrosynthesis dataset with 1.9M reactions from patents (1976-2016). Task: Predict the reactants needed to synthesize the given product. Given the product [CH3:27][C:26]([O:25][C:23](=[O:24])[CH2:11][S:10][C:7]1[S:6][C:5]([NH:1][C:2](=[O:3])[CH3:4])=[N:9][CH:8]=1)([CH3:29])[CH3:28], predict the reactants needed to synthesize it. The reactants are: [NH:1]([C:5]1[S:6][C:7]([S:10][C:11]#N)=[CH:8][N:9]=1)[C:2]([CH3:4])=[O:3].SC[C@H]([C@@H](CS)O)O.BrC[C:23]([O:25][C:26]([CH3:29])([CH3:28])[CH3:27])=[O:24].C(=O)([O-])[O-].[K+].[K+].